The task is: Predict the reaction yield, written as a fraction of the theoretical maximum amount of product (1.0 means a 100% yield; for example, 0.34 means a 34% yield).. This data is from Reaction yield outcomes from USPTO patents with 853,638 reactions. (1) The reactants are N1([O:10][C:11](=[O:43])[C:12]([C:22]2[CH:27]=[CH:26][C:25]([O:28][C:29]3[CH:34]=[CH:33][C:32]([CH2:35][CH:36]4[S:40][C:39](=[O:41])[NH:38][C:37]4=[O:42])=[CH:31][CH:30]=3)=[CH:24][CH:23]=2)=[CH:13][C:14]2[CH:19]=[C:18]([CH3:20])[CH:17]=[C:16]([CH3:21])[CH:15]=2)C2C=CC=CC=2N=N1.[CH3:44][O-].[Na+]. The catalyst is CO.Cl. The product is [CH3:44][O:10][C:11](=[O:43])[C:12]([C:22]1[CH:27]=[CH:26][C:25]([O:28][C:29]2[CH:34]=[CH:33][C:32]([CH2:35][CH:36]3[S:40][C:39](=[O:41])[NH:38][C:37]3=[O:42])=[CH:31][CH:30]=2)=[CH:24][CH:23]=1)=[CH:13][C:14]1[CH:15]=[C:16]([CH3:21])[CH:17]=[C:18]([CH3:20])[CH:19]=1. The yield is 0.620. (2) The reactants are [CH:1]1([O:6][C:7]2[CH:15]=[CH:14][C:13]([S:16]([CH3:19])(=[O:18])=[O:17])=[CH:12][C:8]=2[C:9]([OH:11])=O)[CH2:5][CH2:4][CH2:3][CH2:2]1.Cl.[CH3:21][S:22]([C:25]1[S:29][C:28]([N:30]2[CH2:35][CH2:34][NH:33][CH2:32][CH2:31]2)=[N:27][CH:26]=1)(=[O:24])=[O:23]. No catalyst specified. The product is [CH:1]1([O:6][C:7]2[CH:15]=[CH:14][C:13]([S:16]([CH3:19])(=[O:18])=[O:17])=[CH:12][C:8]=2[C:9]([N:33]2[CH2:34][CH2:35][N:30]([C:28]3[S:29][C:25]([S:22]([CH3:21])(=[O:24])=[O:23])=[CH:26][N:27]=3)[CH2:31][CH2:32]2)=[O:11])[CH2:2][CH2:3][CH2:4][CH2:5]1. The yield is 0.380.